From a dataset of Reaction yield outcomes from USPTO patents with 853,638 reactions. Predict the reaction yield, written as a fraction of the theoretical maximum amount of product (1.0 means a 100% yield; for example, 0.34 means a 34% yield). (1) The reactants are [CH3:1][O:2][C:3]1[CH:4]=[C:5](/[CH:21]=[CH:22]/[C:23]([NH:25][C:26]2[CH:31]=[CH:30][CH:29]=[CH:28][CH:27]=2)=[O:24])[CH:6]=[C:7]([C:9]2[CH:18]=[CH:17][C:16]3[C:11](=[CH:12][CH:13]=[C:14]([O:19][CH3:20])[CH:15]=3)[CH:10]=2)[CH:8]=1. The catalyst is C(O)C.C1COCC1.[OH-].[OH-].[Pd+2]. The product is [CH3:1][O:2][C:3]1[CH:4]=[C:5]([CH2:21][CH2:22][C:23]([NH:25][C:26]2[CH:31]=[CH:30][CH:29]=[CH:28][CH:27]=2)=[O:24])[CH:6]=[C:7]([C:9]2[CH:18]=[CH:17][C:16]3[C:11](=[CH:12][CH:13]=[C:14]([O:19][CH3:20])[CH:15]=3)[CH:10]=2)[CH:8]=1. The yield is 1.00. (2) The reactants are [C:1]([O:5][C:6]([N:8]1[CH2:12][CH2:11][C:10]([CH2:22][NH:23]C(OCC2C=CC=CC=2)=O)([C:13](=[O:21])[NH:14][C:15]2[CH:20]=[CH:19][CH:18]=[CH:17][CH:16]=2)[CH2:9]1)=[O:7])([CH3:4])([CH3:3])[CH3:2].C([O-])=O.[NH4+]. The product is [NH2:23][CH2:22][C:10]1([C:13](=[O:21])[NH:14][C:15]2[CH:20]=[CH:19][CH:18]=[CH:17][CH:16]=2)[CH2:11][CH2:12][N:8]([C:6]([O:5][C:1]([CH3:3])([CH3:4])[CH3:2])=[O:7])[CH2:9]1. The catalyst is CO.C(Cl)Cl.[Pd]. The yield is 0.970. (3) The reactants are [C:1]([NH:4][C:5]1[C:6]([CH3:11])=[CH:7][CH:8]=[CH:9][CH:10]=1)(=[O:3])[CH3:2].[Br:12][C:13]1[CH:18]=[CH:17][C:16](Br)=[CH:15][CH:14]=1.C([O-])([O-])=O.[K+].[K+].II. The catalyst is CN1C(=O)CCC1.C(OCC)(=O)C. The product is [Br:12][C:13]1[CH:18]=[CH:17][C:16]([N:4]([C:5]2[CH:10]=[CH:9][CH:8]=[CH:7][C:6]=2[CH3:11])[C:1](=[O:3])[CH3:2])=[CH:15][CH:14]=1. The yield is 0.330. (4) The reactants are [Br:1][C:2]1[CH:7]=[CH:6][C:5]([C:8]2[CH:13]=[CH:12][CH:11]=[CH:10][N:9]=2)=[C:4](F)[CH:3]=1.[C-:15]#[N:16].[Na+]. The catalyst is CS(C)=O.CCOC(C)=O. The product is [Br:1][C:2]1[CH:7]=[CH:6][C:5]([C:8]2[CH:13]=[CH:12][CH:11]=[CH:10][N:9]=2)=[C:4]([CH:3]=1)[C:15]#[N:16]. The yield is 0.800. (5) The reactants are FC(F)(F)[C:3]([OH:5])=O.[CH2:8]1[CH:12]2[CH2:13][C:14](=[O:16])[CH2:15][CH:11]2[CH2:10][NH:9]1.C([N:19]([CH2:22][CH3:23])[CH2:20][CH3:21])C.Cl[CH2:25]Cl. No catalyst specified. The product is [N:19]1([C:3]([N:9]2[CH2:10][CH:11]3[CH2:15][C:14](=[O:16])[CH2:13][CH:12]3[CH2:8]2)=[O:5])[CH2:20][CH2:21][CH2:25][CH2:23][CH2:22]1. The yield is 0.870. (6) The product is [Cl:5][C:6]1[C:14]2[N:13]=[C:12]3[N:15]([C:19]4[C:24]([Cl:25])=[CH:23][C:22]([Cl:26])=[CH:21][N:20]=4)[CH2:16][CH2:17][CH2:18][N:11]3[C:10]=2[C:9]([CH:27]([OH:28])[CH2:1][CH3:2])=[CH:8][CH:7]=1. The catalyst is O1CCCC1. The yield is 1.00. The reactants are [CH2:1]([Mg]Br)[CH3:2].[Cl:5][C:6]1[CH:7]=[CH:8][C:9]([CH:27]=[O:28])=[C:10]2[C:14]=1[N:13]=[C:12]1[N:15]([C:19]3[C:24]([Cl:25])=[CH:23][C:22]([Cl:26])=[CH:21][N:20]=3)[CH2:16][CH2:17][CH2:18][N:11]21. (7) The reactants are [CH3:1][C@H:2]1[N:7]2[C:8]3[CH:9]=[C:10]([C:15]([F:18])([F:17])[F:16])[CH:11]=[CH:12][C:13]=3[CH2:14][C@@H:6]2[CH2:5][NH:4][CH2:3]1.[C:19](O[C:19]([O:21][C:22]([CH3:25])([CH3:24])[CH3:23])=[O:20])([O:21][C:22]([CH3:25])([CH3:24])[CH3:23])=[O:20]. The catalyst is ClCCl. The product is [C:22]([O:21][C:19]([N:4]1[CH2:3][C@@H:2]([CH3:1])[N:7]2[C:8]3[CH:9]=[C:10]([C:15]([F:16])([F:18])[F:17])[CH:11]=[CH:12][C:13]=3[CH2:14][C@@H:6]2[CH2:5]1)=[O:20])([CH3:25])([CH3:24])[CH3:23]. The yield is 0.960. (8) The reactants are [CH:1]([O:4][C:5]1[CH:10]=[CH:9][C:8]([NH:11][C:12]([N:14]2[CH2:19][CH2:18][CH:17]([C:20]3[C:29]4[C:24](=[CH:25][CH:26]=[C:27]([C:30]#[C:31][CH2:32]OS(C)(=O)=O)[CH:28]=4)[N:23]=[CH:22][N:21]=3)[CH2:16][CH2:15]2)=[O:13])=[CH:7][CH:6]=1)([CH3:3])[CH3:2].[CH2:38]([NH:40][CH2:41][CH3:42])[CH3:39]. The catalyst is CC#N. The product is [CH:1]([O:4][C:5]1[CH:6]=[CH:7][C:8]([NH:11][C:12]([N:14]2[CH2:19][CH2:18][CH:17]([C:20]3[C:29]4[C:24](=[CH:25][CH:26]=[C:27]([C:30]#[C:31][CH2:32][N:40]([CH2:41][CH3:42])[CH2:38][CH3:39])[CH:28]=4)[N:23]=[CH:22][N:21]=3)[CH2:16][CH2:15]2)=[O:13])=[CH:9][CH:10]=1)([CH3:3])[CH3:2]. The yield is 0.790.